Dataset: Catalyst prediction with 721,799 reactions and 888 catalyst types from USPTO. Task: Predict which catalyst facilitates the given reaction. (1) The catalyst class is: 1. Product: [CH2:1]([O:8][C:9]([C:11]1[S:12][C:13]([NH:16][C:25]([NH:24][CH2:17][C:18]2[CH:23]=[CH:22][CH:21]=[CH:20][CH:19]=2)=[O:26])=[N:14][N:15]=1)=[O:10])[C:2]1[CH:3]=[CH:4][CH:5]=[CH:6][CH:7]=1. Reactant: [CH2:1]([O:8][C:9]([C:11]1[S:12][C:13]([NH2:16])=[N:14][N:15]=1)=[O:10])[C:2]1[CH:7]=[CH:6][CH:5]=[CH:4][CH:3]=1.[CH2:17]([N:24]=[C:25]=[O:26])[C:18]1[CH:23]=[CH:22][CH:21]=[CH:20][CH:19]=1. (2) Reactant: [N:1]1[CH:6]=[CH:5][C:4]([CH3:7])=[CH:3][CH:2]=1.[O:8]1[CH:12]=[CH:11][CH:10]=[C:9]1[C:13](OCC)=[O:14].C[Si]([N-][Si](C)(C)C)(C)C.[Li+].CCCCCC. Product: [O:8]1[CH:12]=[CH:11][CH:10]=[C:9]1[C:13](=[O:14])[CH2:7][C:4]1[CH:5]=[CH:6][N:1]=[CH:2][CH:3]=1. The catalyst class is: 7. (3) Reactant: [Cl:1][C:2]1[CH:7]=[CH:6][CH:5]=[C:4]([CH:8]2[CH2:11][CH2:10][CH2:9]2)[C:3]=1[C:12]([N:14]1[C:22]2[C:17](=[N:18][CH:19]=[CH:20][CH:21]=2)[C:16](I)=[N:15]1)=[O:13].COC1C=CC=C(OC)C=1C1C=CC=CC=1P(C1CCCCC1)C1CCCCC1.P([O-])([O-])([O-])=O.[K+].[K+].[K+].[F:61][C:62]1[CH:63]=[C:64]([CH:70]=[C:71]([F:82])[C:72]=1B1OC(C)(C)C(C)(C)O1)[C:65]([O:67][CH2:68][CH3:69])=[O:66]. Product: [Cl:1][C:2]1[CH:7]=[CH:6][CH:5]=[C:4]([CH:8]2[CH2:11][CH2:10][CH2:9]2)[C:3]=1[C:12]([N:14]1[C:22]2[C:17](=[N:18][CH:19]=[CH:20][CH:21]=2)[C:16]([C:72]2[C:71]([F:82])=[CH:70][C:64]([C:65]([O:67][CH2:68][CH3:69])=[O:66])=[CH:63][C:62]=2[F:61])=[N:15]1)=[O:13]. The catalyst class is: 11.